Dataset: Catalyst prediction with 721,799 reactions and 888 catalyst types from USPTO. Task: Predict which catalyst facilitates the given reaction. (1) Reactant: [CH:1]1([CH:4]=O)C[CH2:2]1.[CH3:6][O:7][C:8]1[N:13]=[CH:12][C:11]([NH2:14])=[CH:10][CH:9]=1.P(O)(OC1C=CC=CC=1)(O[C:18]1C=CC=CC=1)=O.[CH:32](/[NH:35][C:36](=[O:45])[O:37][CH2:38][C:39]1[CH:44]=[CH:43][CH:42]=[CH:41][CH:40]=1)=[CH:33]\[CH3:34]. Product: [CH:1]1([C@H:34]2[C@H:33]([CH3:18])[C@@H:32]([NH:35][C:36](=[O:45])[O:37][CH2:38][C:39]3[CH:40]=[CH:41][CH:42]=[CH:43][CH:44]=3)[C:12]3[C:11](=[CH:10][CH:9]=[C:8]([O:7][CH3:6])[N:13]=3)[NH:14]2)[CH2:4][CH2:2]1. The catalyst class is: 2. (2) Reactant: C([O:9][C@H:10]1[C@:14]([F:16])([CH3:15])[C@@H:13]([N:17]2[C:21]3[N:22]=[CH:23][N:24]=[C:25]([NH2:26])[C:20]=3[C:19]([C:27]#[N:28])=[CH:18]2)[O:12][CH:11]1[CH2:29][O:30]C(=O)C1C=CC=CC=1)(=O)C1C=CC=CC=1.N. Product: [NH2:26][C:25]1[C:20]2[C:19]([C:27]#[N:28])=[CH:18][N:17]([C@@H:13]3[C@@:14]([F:16])([CH3:15])[C@H:10]([OH:9])[CH:11]([CH2:29][OH:30])[O:12]3)[C:21]=2[N:22]=[CH:23][N:24]=1. The catalyst class is: 5. (3) Reactant: [F:1][C:2]([F:24])([F:23])[C:3]1[CH:4]=[C:5]([C:13]2[N:17]=[CH:16][N:15](/[CH:18]=[CH:19]\[C:20]([OH:22])=O)[N:14]=2)[CH:6]=[C:7]([C:9]([F:12])([F:11])[F:10])[CH:8]=1.[O:25]=[C:26]1[N:31]([CH2:32][C:33]([NH:35][NH2:36])=[O:34])[CH2:30][CH2:29][O:28][CH2:27]1.C(P1(=O)OP(CCC)(=O)OP(CCC)(=O)O1)CC.CCN(C(C)C)C(C)C. Product: [F:11][C:9]([F:10])([F:12])[C:7]1[CH:6]=[C:5]([C:13]2[N:17]=[CH:16][N:15](/[CH:18]=[CH:19]\[C:20]([NH:36][NH:35][C:33](=[O:34])[CH2:32][N:31]3[CH2:30][CH2:29][O:28][CH2:27][C:26]3=[O:25])=[O:22])[N:14]=2)[CH:4]=[C:3]([C:2]([F:24])([F:1])[F:23])[CH:8]=1. The catalyst class is: 20. (4) Reactant: FC(F)(F)C(O)=O.[NH2:8][CH2:9][C:10]1[N:15]=[C:14]([C:16]2[S:17][C:18]3[CH:26]=[CH:25][CH:24]=[CH:23][C:19]=3[C:20](=[O:22])[N:21]=2)[CH:13]=[CH:12][CH:11]=1.[P:27](Cl)([O:32][CH2:33][CH3:34])([O:29][CH2:30][CH3:31])=[S:28].C(=O)([O-])[O-].[K+].[K+]. Product: [O:22]=[C:20]1[C:19]2[CH:23]=[CH:24][CH:25]=[CH:26][C:18]=2[S:17][C:16]([C:14]2[N:15]=[C:10]([CH2:9][NH:8][P:27]([O:32][CH2:33][CH3:34])([O:29][CH2:30][CH3:31])=[S:28])[CH:11]=[CH:12][CH:13]=2)=[N:21]1. The catalyst class is: 10. (5) Reactant: [N:1]1([CH2:6][C:7]2([CH2:10][NH:11][C:12]([C:14]3[CH:19]=[CH:18][C:17]([NH:20][C:21]4[N:26]=[C:25]([O:27][CH2:28][C:29]([F:32])([F:31])[F:30])[N:24]=[C:23]([NH:33][C:34]5([C:37]6[CH:49]=[CH:48][C:40]([O:41][CH2:42][C:43]([O:45]CC)=[O:44])=[CH:39][CH:38]=6)[CH2:36][CH2:35]5)[N:22]=4)=[CH:16][CH:15]=3)=[O:13])[CH2:9][CH2:8]2)[CH2:5][CH2:4][CH2:3][CH2:2]1.[Li+].[OH-].O. Product: [N:1]1([CH2:6][C:7]2([CH2:10][NH:11][C:12]([C:14]3[CH:15]=[CH:16][C:17]([NH:20][C:21]4[N:26]=[C:25]([O:27][CH2:28][C:29]([F:32])([F:30])[F:31])[N:24]=[C:23]([NH:33][C:34]5([C:37]6[CH:49]=[CH:48][C:40]([O:41][CH2:42][C:43]([OH:45])=[O:44])=[CH:39][CH:38]=6)[CH2:36][CH2:35]5)[N:22]=4)=[CH:18][CH:19]=3)=[O:13])[CH2:9][CH2:8]2)[CH2:2][CH2:3][CH2:4][CH2:5]1. The catalyst class is: 1. (6) Reactant: [I:1][C:2]1[CH:7]=[CH:6][C:5]([OH:8])=[CH:4][CH:3]=1.F[C:10]1[CH:15]=[CH:14][C:13]([N+:16]([O-:18])=[O:17])=[CH:12][CH:11]=1.CCOC(C)=O.CCCCCC. Product: [I:1][C:2]1[CH:7]=[CH:6][C:5]([O:8][C:10]2[CH:15]=[CH:14][C:13]([N+:16]([O-:18])=[O:17])=[CH:12][CH:11]=2)=[CH:4][CH:3]=1. The catalyst class is: 20.